From a dataset of Full USPTO retrosynthesis dataset with 1.9M reactions from patents (1976-2016). Predict the reactants needed to synthesize the given product. (1) Given the product [CH2:11]1[CH2:10][O:14][CH:13]([N:60]2[C:61](=[O:62])[NH:63][C:64](=[O:65])[C:66]([F:67])=[CH:68]2)[CH2:12]1.[CH3:10][CH2:11][CH2:12][CH2:13][CH2:15][O:52][C:49]([NH:54][C:94]1[C:93]([F:99])=[CH:92][N:91]([C@@H:89]2[O:90][C@H:86]([CH3:85])[C@@H:87]([OH:101])[C@H:88]2[OH:100])[C:97](=[O:98])[N:96]=1)=[O:51], predict the reactants needed to synthesize it. The reactants are: C1N=C(N)C2N=CN([C@@H:10]3[O:14][C@H:13]([CH2:15]OP(OP(OC[C@H]4O[C@@H](N5C=C(C(N)=O)CC=C5)[C@H](O)[C@@H]4O)(O)=O)(O)=O)[C@@H:12](O)[C@H:11]3OP(O)(O)=O)C=2N=1.[C:49]([O-:52])(=[O:51])C.[NH4+].[NH:54]1C=CC=NC1.[NH:60]1[CH2:68][CH:66]([F:67])[C:64](=[O:65])[NH:63][C:61]1=[O:62].FC(C(O)=O)CN.C1NC(=O)NC(=O)C=1F.[CH3:85][C@H:86]1[O:90][C@@H:89]([N:91]2[C:97](=[O:98])[NH:96][C:94](=O)[C:93]([F:99])=[CH:92]2)[C@H:88]([OH:100])[C@@H:87]1[OH:101]. (2) Given the product [CH3:12][O:11][C:7]1[CH:6]=[C:5]([NH:13][C:14]2[CH:19]=[N:18][CH:17]=[C:16]([C:4]3[CH:3]=[CH:8][C:7]([C:36]([C:30]4[C:29]([F:28])=[CH:34][CH:33]=[CH:32][C:31]=4[F:35])=[O:37])=[CH:6][C:5]=3[NH2:13])[N:15]=2)[CH:4]=[C:3]([O:2][CH3:1])[C:8]=1[O:9][CH3:10], predict the reactants needed to synthesize it. The reactants are: [CH3:1][O:2][C:3]1[CH:4]=[C:5]([NH:13][C:14]2[CH:19]=[N:18][CH:17]=[C:16](OC3C=CC(N)=CC=3)[N:15]=2)[CH:6]=[C:7]([O:11][CH3:12])[C:8]=1[O:9][CH3:10].[F:28][C:29]1[CH:34]=[CH:33][CH:32]=[C:31]([F:35])[C:30]=1[C:36](Cl)=[O:37].